From a dataset of PAMPA (Parallel Artificial Membrane Permeability Assay) permeability data from NCATS. Regression/Classification. Given a drug SMILES string, predict its absorption, distribution, metabolism, or excretion properties. Task type varies by dataset: regression for continuous measurements (e.g., permeability, clearance, half-life) or binary classification for categorical outcomes (e.g., BBB penetration, CYP inhibition). Dataset: pampa_ncats. (1) The molecule is C1CN(CCN1C2=NC=CC=N2)C(=O)C3=NC(=C4N3C=CC=C4)C5=CN=CC=C5. The result is 1 (high permeability). (2) The molecule is CN1C2=CC=CC=C2C3=C(C1=O)C=C(S3)C(=O)NCCCN4CCN(CC4)C5=CC=CC=C5F. The result is 1 (high permeability).